Dataset: Catalyst prediction with 721,799 reactions and 888 catalyst types from USPTO. Task: Predict which catalyst facilitates the given reaction. (1) Reactant: [Mn]([O-])(=O)(=O)=[O:2].[K+].[Cl:7][C:8]1[CH:9]=[C:10]([C@@H:17]([CH2:21][CH:22]2[CH2:26][CH2:25][CH2:24][C:23]2=[O:27])[C:18]([OH:20])=[O:19])[CH:11]=[CH:12][C:13]=1[S:14]([CH3:16])=[O:15]. Product: [Cl:7][C:8]1[CH:9]=[C:10]([C@@H:17]([CH2:21][CH:22]2[CH2:26][CH2:25][CH2:24][C:23]2=[O:27])[C:18]([OH:20])=[O:19])[CH:11]=[CH:12][C:13]=1[S:14]([CH3:16])(=[O:2])=[O:15]. The catalyst class is: 72. (2) Reactant: [CH3:1][N:2]1[C:6]([C:7]2[CH:12]=[CH:11][CH:10]=[CH:9][C:8]=2[Cl:13])=[N:5][N:4]=[C:3]1[C:14]([NH2:17])([CH3:16])[CH3:15].[C:18]1(=O)[O:23][C:21](=[O:22])[C:20]2=[CH:24][CH:25]=[CH:26][CH:27]=[C:19]12. Product: [Cl:13][C:8]1[CH:9]=[CH:10][CH:11]=[CH:12][C:7]=1[C:6]1[N:2]([CH3:1])[C:3]([C:14]([N:17]2[C:21](=[O:22])[C:20]3[C:19](=[CH:27][CH:26]=[CH:25][CH:24]=3)[C:18]2=[O:23])([CH3:15])[CH3:16])=[N:4][N:5]=1. The catalyst class is: 15. (3) Reactant: [NH2:1][C:2]1[CH:7]=[CH:6][CH:5]=[CH:4][C:3]=1[CH:8]1[N:13]2[N:14]=[C:15]([C:19]3[CH:24]=[CH:23][C:22]([OH:25])=[CH:21][CH:20]=3)[C:16]([C:17]#[N:18])=[C:12]2[NH:11][CH2:10][CH2:9]1.C1C=CC(P(C2C=CC=CC=2)C2C=CC=CC=2)=CC=1.[O:45]1[CH2:50][CH2:49][CH:48](O)[CH2:47][CH2:46]1.CC(OC(/N=N/C(OC(C)C)=O)=O)C. Product: [NH2:1][C:2]1[CH:7]=[CH:6][CH:5]=[CH:4][C:3]=1[CH:8]1[N:13]2[N:14]=[C:15]([C:19]3[CH:20]=[CH:21][C:22]([O:25][CH:48]4[CH2:49][CH2:50][O:45][CH2:46][CH2:47]4)=[CH:23][CH:24]=3)[C:16]([C:17]#[N:18])=[C:12]2[NH:11][CH2:10][CH2:9]1. The catalyst class is: 1. (4) Reactant: [F:1][CH:2]([F:32])[C:3]1[N:7]([C:8]2[CH:13]=[C:12]([N:14]3[CH2:19][CH2:18][O:17][CH2:16][CH2:15]3)[N:11]=[C:10]([NH:20][CH2:21][CH:22]3[CH2:27][CH2:26][NH:25][CH2:24][CH2:23]3)[N:9]=2)[C:6]2[CH:28]=[CH:29][CH:30]=[CH:31][C:5]=2[N:4]=1.C(O)C.[F:36][CH2:37][CH:38]1[CH2:40][O:39]1.C(N(CC)C(C)C)(C)C. The catalyst class is: 6. Product: [F:32][CH:2]([F:1])[C:3]1[N:7]([C:8]2[CH:13]=[C:12]([N:14]3[CH2:19][CH2:18][O:17][CH2:16][CH2:15]3)[N:11]=[C:10]([NH:20][CH2:21][CH:22]3[CH2:23][CH2:24][N:25]([CH2:40][CH:38]([OH:39])[CH2:37][F:36])[CH2:26][CH2:27]3)[N:9]=2)[C:6]2[CH:28]=[CH:29][CH:30]=[CH:31][C:5]=2[N:4]=1. (5) Reactant: [CH3:1][O:2][C:3]([C:5]1[C:6]([NH:24][C:25]2[CH:30]=[CH:29][C:28]([Si](C)(C)C)=[CH:27][C:26]=2[F:35])=[C:7]2[C:11](=[CH:12][CH:13]=1)[N:10]([S:14]([C:17]1[CH:22]=[CH:21][C:20]([CH3:23])=[CH:19][CH:18]=1)(=[O:16])=[O:15])[N:9]=[CH:8]2)=[O:4].[I:36]Cl. Product: [CH3:1][O:2][C:3]([C:5]1[C:6]([NH:24][C:25]2[CH:30]=[CH:29][C:28]([I:36])=[CH:27][C:26]=2[F:35])=[C:7]2[C:11](=[CH:12][CH:13]=1)[N:10]([S:14]([C:17]1[CH:22]=[CH:21][C:20]([CH3:23])=[CH:19][CH:18]=1)(=[O:16])=[O:15])[N:9]=[CH:8]2)=[O:4]. The catalyst class is: 2. (6) Reactant: [NH2:1][C:2]1[C:3]([O:9][CH3:10])=[N:4][C:5]([Br:8])=[CH:6][CH:7]=1.Cl.[N:12]([O-])=O.[Na+].[Sn](Cl)Cl.[OH-].[Na+]. Product: [Br:8][C:5]1[N:4]=[C:3]([O:9][CH3:10])[C:2]([NH:1][NH2:12])=[CH:7][CH:6]=1. The catalyst class is: 6. (7) Reactant: [OH:1][N:2]1[C:6](=[O:7])[CH2:5][CH2:4][C:3]1=[O:8].[CH2:9]([O:12][CH2:13][CH2:14][C:15]([NH:17][CH2:18][CH2:19][CH2:20][O:21][C:22]1[CH:53]=[CH:52][C:25]([C:26]([C:28]2[CH:33]=[CH:32][C:31]([NH:34][CH2:35][CH2:36][O:37][CH2:38][CH2:39][O:40][CH2:41][CH2:42][O:43][CH2:44][CH2:45][O:46][CH2:47][CH2:48][C:49](O)=[O:50])=[CH:30][CH:29]=2)=[O:27])=[CH:24][CH:23]=1)=[O:16])[C:10]#[CH:11].C(Cl)CCl. Product: [CH2:9]([O:12][CH2:13][CH2:14][C:15]([NH:17][CH2:18][CH2:19][CH2:20][O:21][C:22]1[CH:53]=[CH:52][C:25]([C:26]([C:28]2[CH:29]=[CH:30][C:31]([NH:34][CH2:35][CH2:36][O:37][CH2:38][CH2:39][O:40][CH2:41][CH2:42][O:43][CH2:44][CH2:45][O:46][CH2:47][CH2:48][C:49]([O:1][N:2]3[C:6](=[O:7])[CH2:5][CH2:4][C:3]3=[O:8])=[O:50])=[CH:32][CH:33]=2)=[O:27])=[CH:24][CH:23]=1)=[O:16])[C:10]#[CH:11]. The catalyst class is: 2. (8) Reactant: C([NH:4][C@H:5]([CH2:11][C:12]1[CH:21]=[CH:20][C:19]2[CH2:18][CH2:17][CH2:16][CH2:15][C:14]=2[CH:13]=1)[C:6]([O:8]CC)=[O:7])(=O)C. Product: [NH2:4][C@H:5]([CH2:11][C:12]1[CH:21]=[CH:20][C:19]2[CH2:18][CH2:17][CH2:16][CH2:15][C:14]=2[CH:13]=1)[C:6]([OH:8])=[O:7]. The catalyst class is: 33. (9) Reactant: [CH3:1][O:2][C:3](=[O:18])[CH2:4][CH:5]([C:12]1[CH:17]=[CH:16][CH:15]=[CH:14][CH:13]=1)[C:6]1[CH:11]=[CH:10][CH:9]=[CH:8][CH:7]=1.[C:19](Cl)(=[O:23])[CH:20]([CH3:22])[CH3:21].ClC1C=CC=CC=1Cl.[Cl-].[Al+3].[Cl-].[Cl-].Cl. Product: [CH3:21][CH:20]([CH3:22])[C:19]([C:9]1[CH:10]=[CH:11][C:6]([CH:5]([C:12]2[CH:13]=[CH:14][CH:15]=[CH:16][CH:17]=2)[CH2:4][C:3]([O:2][CH3:1])=[O:18])=[CH:7][CH:8]=1)=[O:23]. The catalyst class is: 13.